This data is from Catalyst prediction with 721,799 reactions and 888 catalyst types from USPTO. The task is: Predict which catalyst facilitates the given reaction. Reactant: [NH2:1][C:2]1[C:14]([C:15]([O:17][CH3:18])=[O:16])=[C:6]2[O:7][CH2:8][CH:9]3[CH:13]=[CH:12][CH2:11][N:10]3[C:5]2=[CH:4][CH:3]=1.[Br:19][C:20]1[CH:25]=[C:24]([F:26])[CH:23]=[CH:22][C:21]=1[S:27](Cl)(=[O:29])=[O:28]. Product: [Br:19][C:20]1[CH:25]=[C:24]([F:26])[CH:23]=[CH:22][C:21]=1[S:27]([NH:1][C:2]1[C:14]([C:15]([O:17][CH3:18])=[O:16])=[C:6]2[O:7][CH2:8][C:9]3[N:10]([CH:11]=[CH:12][CH:13]=3)[C:5]2=[CH:4][CH:3]=1)(=[O:29])=[O:28]. The catalyst class is: 202.